Binary Classification. Given two protein amino acid sequences, predict whether they physically interact or not. From a dataset of Human Reference Interactome with 51,813 positive PPI pairs across 8,248 proteins, plus equal number of experimentally-validated negative pairs. (1) Protein 1 (ENSG00000117971) has sequence MRRAPSLVLFFLVALCGRGNCRVANAEEKLMDDLLNKTRYNNLIRPATSSSQLISIKLQLSLAQLISVNEREQIMTTNVWLKQEWTDYRLTWNSSRYEGVNILRIPAKRIWLPDIVLYNNADGTYEVSVYTNLIVRSNGSVLWLPPAIYKSACKIEVKYFPFDQQNCTLKFRSWTYDHTEIDMVLMTPTASMDDFTPSGEWDIVALPGRRTVNPQDPSYVDVTYDFIIKRKPLFYTINLIIPCVLTTLLAILVFYLPSDCGEKMTLCISVLLALTFFLLLISKIVPPTSLDVPLIGKYLM.... Protein 2 (ENSG00000092931) has sequence MSPESKKLFNIIILGVAFMFMFTAFQTCGNVAQTVIRSLNRTDFHGSGYTSMAIIYGVFSASNLITPSVVAIVGPQLSMFASGLFYSMYIAVFIQPFPWSFYTASVFIGIAAAVLWTAQGNCLTINSDEHSIGRNSGIFWALLQSSLFFGNLYIYFAWQGKTQISESDRRTVFIALTVISLVGTVLFFLIRKPDSENVLGEDESSDDQDMEVNESAQNNLTKAVDAFKKSFKLCVTKEMLLLSITTAYTGLELTFFSGVYGTCIGATNKFGAEEKSLIGLSGIFIGIGEILGGSLFGLLS.... Result: 0 (the proteins do not interact). (2) Protein 1 (ENSG00000148671) has sequence MASKGLQDLKQQVEGTAQEAVSAAGAAAQQVVDQATEAGQKAMDQLAKTTQETIDKTANQASDTFSGIGKKFGLLK*MASKGLQDLKQQVEGTAQEAAMDQLAKTTQETIDKTAN. Protein 2 (ENSG00000150782) has sequence MAAEPVEDNCINFVAMKFIDNTLYFIAEDDENLESDYFGKLESKLSVIRNLNDQVLFIDQGNRPLFEDMTDSDCRDNAPRTIFIISMYKDSQPRGMAVTISVKCEKISTLSCENKIISFKEMNPPDNIKDTKSDIIFFQRSVPGHDNKMQFESSSYEGYFLACEKERDLFKLILKKEDELGDRSIMFTVQNED*MAAEPVEDNCINFVAMKFIDNTLYFIENLESDYFGKLESKLSVIRNLNDQVLFIDQGNRPLFEDMTDSDCRDNAPRTIFIISMYKDSQPRGMAVTISVKCEKISTL.... Result: 1 (the proteins interact). (3) Protein 1 (ENSG00000111445) has sequence MVEKYRPQTLNDLISHQDILSTIQKFINEDRLPHLLLYGPPGTGKTSTILACAKQLYKDKEFGSMVLELNASDDRGIDIIRGPILSFASTRTIFKKGFKLVILDMVEKYRPQTLNDLISHQDILSTIQKFINEDRLPHLLLYGPPGTGKTSTILACAKQLYKDKEFGSMVLELNASDDRGIDIIRGPILSFASTRTIFKKGFKLVILDEADAMTQDAQNALRRVIEKFTENTRFCLICNYLSKIIPALQSRCTRFRFGPLTPELMVPRLEHVVEEEKVDISEDGMKALVTLSSGDMRRAL.... Protein 2 (ENSG00000122512) has sequence MERAESSSTEPAKAIKPIDRKSVHQICSGQVVLSLSTAVKELVENSLDAGATNIDLKLKDYGVDLIEVSDNGCGVEEENFEGLTLKHHTSKIQEFADLTQVETFGFRGEALSSLCALSDVTISTCHASAKVGTRLMFDHNGKIIQKTPYPRPRGTTVSVQQLFSTLPVRHKEFQRNIKKEYAKMVQVLHAYCIISAGIRVSCTNQLGQGKRQPVVCTGGSPSIKENIGSVFGQKQLQSLIPFVQLPPSDSVCEEYGLSCSDALHNLFYISGFISQCTHGVGRSSTDRQFFFINRRPCDPA.... Result: 0 (the proteins do not interact). (4) Protein 1 (ENSG00000165695) has sequence MDATIAPHRIPPEMPQYGEENHIFELMQNMLEQLLIHQPEDPIPFMIQHLHRDNDNVPRIVILGPPASGKTTIAMWLCKHLNSSLLTLENLILNEFSYTATEARRLYLQRKTVPSALLVQLIQERLAEEDCIKQGWILDGIPETREQALRIQTLGITPRHVIVLSAPDTVLIERNLGKRIDPQTGEIYHTTFDWPPESEIQNRLMVPEDISELETAQKLLEYHRNIVRVIPSYPKILKVISADQPCVDVFYQALTYVQSNHRTNAPFTPRVLLLGPVGSGKSLQAALLAQKYRLVNVCCG.... Protein 2 (ENSG00000226742) has sequence MDVRGPEAPGGRALRDAAENLFQELQEHFQALTATLNLRMEEMGNRIEDLQKNVKDLMVQAGIENSIKEQMLKT*MDVRGPEAPGGRALRDAAENLFQELQEHFQALTATLNLRNILFYL*. Result: 0 (the proteins do not interact). (5) Protein 1 (ENSG00000075702) has sequence MAAVGSGGYARNDAGEKLPSVMAGVPARRGQSSPPPAPPICLRRRTRLSTASEETVQNRVSLEKVLGITAQNSSGLTCDPGTGHVAYLAGCVVVILDPKENKQQHIFNTARKSLSALAFSPDGKYIVTGENGHRPAVRIWDVEEKNQVAEMLGHKYGVACVAFSPNMKHIVSMGYQHDMVLNVWDWKKDIVVASNKVSCRVIALSFSEDSSYFVTVGNRHVRFWFLEVSTETKVTSTVPLVGRSGILGELHNNIFCGVACGRGRMAGSTFCVSYSGLLCQFNEKRVLEKWINLKVSLSSC.... Result: 0 (the proteins do not interact). Protein 2 (ENSG00000087266) has sequence MAAEEMHWPVPMKAIGAQNLLTMPGGVAKAGYLHKKGGTQLQLLKWPLRFVIIHKRCVYYFKSSTSASPQGAFSLSGYNRVMRAAEETTSNNVFPFKIIHISKKHRTWFFSASSEEERKSWMALLRREIGHFHEKKDLPLDTSDSSSDTDSFYGAVERPVDISLSPYPTDNEDYEHDDEDDSYLEPDSPEPGRLEDALMHPPAYPPPPVPTPRKPAFSDMPRAHSFTSKGPGPLLPPPPPKHGLPDVGLAAEDSKRDPLCPRRAEPCPRVPATPRRMSDPPLSTMPTAPGLRKPPCFRES.... (6) Protein 1 (ENSG00000106305) has sequence MPMYQVKPYHGGGAPLRVELPTCMYRLPNVHGRSYGPAPGAGHVQEESNLSLQALESRQDDILKRLYELKAAVDGLSKMIQTPDADLDVTNIIQADEPTTLTTNALDLNSVLGKDYGALKDIVINANPASPPLSLLVLHRLLCEHFRVLSTVHTHSSVKSVPENLLKCFGEQNKKQPRQDYQLGFTLIWKNVPKTQMKFSIQTMCPIEGEGNIARFLFSLFGQKHNAVNATLIDSWVDIAIFQLKEGSSKEKAAVFRSMNSALGKSPWLAGNELTVADVVLWSVLQQIGGCSVTVPANVQ.... Protein 2 (ENSG00000163071) has sequence MAENLKRLVSNETLRTLQEKLDFWLKEYNTNTCDQNLNHCLELIEQVAKVQGQLFGILTAAAQEGGRNDGVETIKSRLLPWLEASFTAASLGKSVDSKVPSLQDTFDRERHKDPSPRDRDMQQLDSNLNSTRSQCNQVQDDLVETEKNLEESKNRSAISLLAAEEEINQLKKQLKSLQAQEDARHRNTDQRSSENRRSEPWSLEERKREQWNSLKQNADQQDTEAMSDYKKQLRNLKEEIAVLSAEKSALQGRSSRSRSPSPAPRSRSCSRSRSASPSTAVKVRRPSPNRSKLSNVARKA.... Result: 1 (the proteins interact). (7) Protein 1 (ENSG00000100417) has sequence MAVTAQAARRKERVLCLFDVDGTLTPARQKIDPEVAAFLQKLRSRVQIGVVGGSDYCKIAEQLGDGDEVIEKFDYVFAENGTVQYKHGRLLSKQTIQNHLGEELLQDLINFCLSYMALLRLPKKRGTFIEFRNGMLNISPIGRSCTLEERIEFSELDKKEKIREKFVEALKTEFAGKGLRFSRGGMISFDVFPEGWDKRYCLDSLDQDSFDTIHFFGNETSPGGNDFEIFADPRTVGHSVVSPQDTVQRCREIFFPETAHEA*MAVTAQAARRKERVLCLFDVDGTLTPARQSWSREGFF.... Protein 2 (ENSG00000214063) has sequence MARACLQAVKYLMFAFNLLFWLGGCGVLGVGIWLAATQGSFATLSSSFPSLSAANLLIITGAFVMAIGFVGCLGAIKENKCLLLTFFLLLLLVFLLEATIAILFFAYTDKFRCCGVSNYTDWFEVYNATRVPDSCCLEFSESCGLHAPGTWWKAPCYETVKVWLQENLLAVGIFGLCTALVQILGLTFAMTMYCQVVKADTYCA*MTPRSAGTSAHGAELKRCGMARACLQAVKYLMFAFNLLFWLGGCGVLGVGIWLAATQGSFATLSSSFPSLSAANLLIITGAFVMAIGFVGCLGAI.... Result: 0 (the proteins do not interact).